From a dataset of Peptide-MHC class II binding affinity with 134,281 pairs from IEDB. Regression. Given a peptide amino acid sequence and an MHC pseudo amino acid sequence, predict their binding affinity value. This is MHC class II binding data. (1) The peptide sequence is INEATAAAIAYGLDR. The MHC is HLA-DQA10102-DQB10602 with pseudo-sequence HLA-DQA10102-DQB10602. The binding affinity (normalized) is 0.782. (2) The peptide sequence is NYPIVQNLQGQMVHQAISPR. The MHC is HLA-DQA10102-DQB10602 with pseudo-sequence HLA-DQA10102-DQB10602. The binding affinity (normalized) is 0.376. (3) The peptide sequence is GCWGQVTLTVTVTAATLL. The MHC is DRB4_0101 with pseudo-sequence DRB4_0103. The binding affinity (normalized) is 0. (4) The peptide sequence is PTHRHLKGEACPLPH. The MHC is DRB4_0101 with pseudo-sequence DRB4_0103. The binding affinity (normalized) is 0.182. (5) The peptide sequence is LFKVRNGGEIGAVAL. The MHC is DRB1_1301 with pseudo-sequence DRB1_1301. The binding affinity (normalized) is 0.392. (6) The peptide sequence is KAAVAAAASVPAADK. The MHC is DRB3_0101 with pseudo-sequence DRB3_0101. The binding affinity (normalized) is 0.0940. (7) The binding affinity (normalized) is 0.346. The MHC is DRB1_0405 with pseudo-sequence DRB1_0405. The peptide sequence is EFGKAKGSRAIWYMW.